Task: Predict hERG channel inhibition at various concentrations.. Dataset: hERG Central: cardiac toxicity at 1µM, 10µM, and general inhibition (1) The molecule is O=C(/C=C/c1ccccc1)Nc1ccc(CN2CCOCC2)cc1. Results: hERG_inhib (hERG inhibition (general)): blocker. (2) The compound is CCCc1cc(=O)oc2c(C)c(OCC(=O)NCCCn3ccnc3)ccc12. Results: hERG_inhib (hERG inhibition (general)): blocker. (3) The drug is COc1ccc(CN2CCC(CO)(CCOc3ccccc3)CC2)c(OC)c1C. Results: hERG_inhib (hERG inhibition (general)): blocker. (4) The compound is COc1cccc(CC2(CO)CCCN(Cc3nc(-c4cccs4)oc3C)C2)c1. Results: hERG_inhib (hERG inhibition (general)): blocker.